From a dataset of Forward reaction prediction with 1.9M reactions from USPTO patents (1976-2016). Predict the product of the given reaction. (1) Given the reactants [C:1]1([C:7]2[C:15]3[C:10](=[C:11]([C:16]([F:19])([F:18])[F:17])[CH:12]=[CH:13][CH:14]=3)[NH:9][N:8]=2)[CH:6]=[CH:5][CH:4]=[CH:3][CH:2]=1.[C:20]1(B(O)O)[CH:25]=[CH:24][CH:23]=[CH:22][CH:21]=1.N1C=CC=CC=1, predict the reaction product. The product is: [C:20]1([N:8]2[C:7]([C:1]3[CH:2]=[CH:3][CH:4]=[CH:5][CH:6]=3)=[C:15]3[C:10]([C:11]([C:16]([F:18])([F:19])[F:17])=[CH:12][CH:13]=[CH:14]3)=[N:9]2)[CH:25]=[CH:24][CH:23]=[CH:22][CH:21]=1. (2) Given the reactants Cl.[CH3:2][CH:3]1[CH2:8][CH2:7][NH:6][CH2:5][CH:4]1[C:9]([OH:11])=[O:10].[CH2:12](O)[CH3:13], predict the reaction product. The product is: [CH3:2][CH:3]1[CH2:8][CH2:7][NH:6][CH2:5][CH:4]1[C:9]([O:11][CH2:12][CH3:13])=[O:10]. (3) Given the reactants [NH2:1][C:2]1[S:3][C:4]([C:17]([NH2:19])=[O:18])=[C:5]([C:7]2[CH:12]=[CH:11][CH:10]=[CH:9][C:8]=2[C:13]([F:16])([F:15])[F:14])[N:6]=1.[CH3:20][O:21][CH:22]([O:33][CH3:34])[C:23]1[CH:28]=[CH:27][C:26]([N+:29]([O-:31])=[O:30])=[C:25](F)[CH:24]=1.C(=O)([O-])[O-].[Cs+].[Cs+], predict the reaction product. The product is: [CH3:34][O:33][CH:22]([O:21][CH3:20])[C:23]1[CH:28]=[CH:27][C:26]([N+:29]([O-:31])=[O:30])=[C:25]([NH:1][C:2]2[S:3][C:4]([C:17]([NH2:19])=[O:18])=[C:5]([C:7]3[CH:12]=[CH:11][CH:10]=[CH:9][C:8]=3[C:13]([F:16])([F:14])[F:15])[N:6]=2)[CH:24]=1. (4) Given the reactants C(N(CC)CC)C.[C:8]([C:10]1[CH:15]=[CH:14][CH:13]=[CH:12][C:11]=1[S:16](Cl)(=[O:18])=[O:17])#[N:9].[CH3:20][CH:21]([CH3:46])[CH2:22][C@H:23]([NH:34][C:35]([C:37]1[S:38][C:39]2[CH:45]=[CH:44][CH:43]=[CH:42][C:40]=2[CH:41]=1)=[O:36])[C:24]([NH:26][CH2:27][CH:28]1[CH2:33][CH2:32][CH2:31][CH2:30][NH:29]1)=[O:25], predict the reaction product. The product is: [C:8]([C:10]1[CH:15]=[CH:14][CH:13]=[CH:12][C:11]=1[S:16]([N:29]1[CH2:30][CH2:31][CH2:32][CH2:33][CH:28]1[CH2:27][NH:26][C:24]([C@@H:23]([NH:34][C:35]([C:37]1[S:38][C:39]2[CH:45]=[CH:44][CH:43]=[CH:42][C:40]=2[CH:41]=1)=[O:36])[CH2:22][CH:21]([CH3:20])[CH3:46])=[O:25])(=[O:18])=[O:17])#[N:9]. (5) Given the reactants [NH2:1][C@@H:2]([CH2:5][CH:6]=[CH2:7])[CH2:3][OH:4].C(N(CC)CC)C.[CH3:15][C:16]([O:19][C:20]([NH:22][CH2:23][C:24](ON1C(=O)CCC1=O)=[O:25])=[O:21])([CH3:18])[CH3:17].[Mn]([O-])(=O)(=O)=O.[K+].[NH4+].[Cl-], predict the reaction product. The product is: [OH:4][CH2:3][C@@H:2]([NH:1][C:24](=[O:25])[CH2:23][NH:22][C:20](=[O:21])[O:19][C:16]([CH3:15])([CH3:17])[CH3:18])[CH2:5][CH:6]=[CH2:7].